This data is from Catalyst prediction with 721,799 reactions and 888 catalyst types from USPTO. The task is: Predict which catalyst facilitates the given reaction. Reactant: C([N:4]1[C:12]2[C:7](=[CH:8][C:9]([N+:13]([O-:15])=[O:14])=[CH:10][CH:11]=2)[C:6](=[C:16](OCC)[C:17]2[CH:22]=[CH:21][CH:20]=[CH:19][CH:18]=2)[C:5]1=[O:26])(=O)C.[CH3:27][N:28]1[CH2:33][CH2:32][N:31]([CH2:34][CH2:35][C:36]2[CH:42]=[CH:41][C:39]([NH2:40])=[CH:38][CH:37]=2)[CH2:30][CH2:29]1.[OH-].[Na+]. Product: [CH3:27][N:28]1[CH2:33][CH2:32][N:31]([CH2:34][CH2:35][C:36]2[CH:42]=[CH:41][C:39]([NH:40]/[C:16](=[C:6]3\[C:5](=[O:26])[NH:4][C:12]4[C:7]\3=[CH:8][C:9]([N+:13]([O-:15])=[O:14])=[CH:10][CH:11]=4)/[C:17]3[CH:18]=[CH:19][CH:20]=[CH:21][CH:22]=3)=[CH:38][CH:37]=2)[CH2:30][CH2:29]1. The catalyst class is: 121.